This data is from Reaction yield outcomes from USPTO patents with 853,638 reactions. The task is: Predict the reaction yield, written as a fraction of the theoretical maximum amount of product (1.0 means a 100% yield; for example, 0.34 means a 34% yield). (1) The catalyst is C(Cl)Cl. The product is [NH2:25][C:26]1[S:27][CH:28]=[C:29]([C:31]2[CH:45]=[CH:44][C:34]([CH2:35][NH:36][C:37]([O:39][C:40]([CH3:41])([CH3:43])[CH3:42])=[O:38])=[CH:33][CH:32]=2)[N:30]=1. The reactants are C1CC1C(NC1SC=C(C2C=CC(CN)=CC=2)N=1)=O.C1CC1C([NH:25][C:26]1[S:27][CH:28]=[C:29]([C:31]2[CH:45]=[CH:44][C:34]([CH2:35][NH:36][C:37]([O:39][C:40]([CH3:43])([CH3:42])[CH3:41])=[O:38])=[CH:33][CH:32]=2)[N:30]=1)=O.FC(F)(F)C(O)=O. The yield is 0.960. (2) The reactants are Br[C:2]1[C:3]([O:22][CH3:23])=[C:4]([C:18]([O:20][CH3:21])=[O:19])[C:5]2[N:6]=[C:7]([C:12]3[CH:17]=[CH:16][CH:15]=[CH:14][CH:13]=3)[CH:8]=[N:9][C:10]=2[CH:11]=1.[C:24]1(B(O)O)[CH:29]=[CH:28][CH:27]=[CH:26][CH:25]=1.C(=O)([O-])[O-].[K+].[K+]. The catalyst is O1CCOCC1.O.C1C=CC([P]([Pd]([P](C2C=CC=CC=2)(C2C=CC=CC=2)C2C=CC=CC=2)([P](C2C=CC=CC=2)(C2C=CC=CC=2)C2C=CC=CC=2)[P](C2C=CC=CC=2)(C2C=CC=CC=2)C2C=CC=CC=2)(C2C=CC=CC=2)C2C=CC=CC=2)=CC=1. The product is [CH3:23][O:22][C:3]1[C:2]([C:24]2[CH:29]=[CH:28][CH:27]=[CH:26][CH:25]=2)=[CH:11][C:10]2[N:9]=[CH:8][C:7]([C:12]3[CH:17]=[CH:16][CH:15]=[CH:14][CH:13]=3)=[N:6][C:5]=2[C:4]=1[C:18]([O:20][CH3:21])=[O:19]. The yield is 0.593. (3) The reactants are [C:1]([O:5][C:6]([N:8]1[CH2:13][CH:12]=[C:11]([C:14]2[CH:15]=[C:16]3[C:25](=[CH:26][CH:27]=2)[O:24][CH2:23][C:22]2[N:17]3[C@H:18]([CH3:29])[C:19](=[O:28])[NH:20][N:21]=2)[C@H:10]([CH3:30])[CH2:9]1)=[O:7])([CH3:4])([CH3:3])[CH3:2]. The catalyst is CO.[Pd]. The product is [C:1]([O:5][C:6]([N:8]1[CH2:13][CH2:12][C@H:11]([C:14]2[CH:15]=[C:16]3[C:25](=[CH:26][CH:27]=2)[O:24][CH2:23][C:22]2[N:17]3[C@H:18]([CH3:29])[C:19](=[O:28])[NH:20][N:21]=2)[C@H:10]([CH3:30])[CH2:9]1)=[O:7])([CH3:4])([CH3:2])[CH3:3]. The yield is 1.00. (4) The reactants are [Cl:1][C:2]1[CH:7]=[CH:6][CH:5]=[CH:4][C:3]=1[C@H:8]([O:10][C:11]1[CH:15]=[C:14]([N:16]2[C:20]3[CH:21]=[C:22]([O:25]CC4C=CC(OC)=CC=4)[CH:23]=[CH:24][C:19]=3[N:18]=[CH:17]2)[S:13][C:12]=1[C:35]([O:37][CH3:38])=[O:36])[CH3:9].FC(F)(F)C(O)=O.[OH-].[Na+].C([O-])(O)=O.[Na+]. The catalyst is C(Cl)Cl.O. The product is [Cl:1][C:2]1[CH:7]=[CH:6][CH:5]=[CH:4][C:3]=1[C@H:8]([O:10][C:11]1[CH:15]=[C:14]([N:16]2[C:20]3[CH:21]=[C:22]([OH:25])[CH:23]=[CH:24][C:19]=3[N:18]=[CH:17]2)[S:13][C:12]=1[C:35]([O:37][CH3:38])=[O:36])[CH3:9]. The yield is 0.750. (5) The reactants are [Br:1][C:2]1[C:14]2[C:13]3[C:8](=[CH:9][C:10]([C:15]([OH:18])([CH3:17])[CH3:16])=[CH:11][CH:12]=3)[NH:7][C:6]=2[C:5]([C:19]([NH2:21])=[O:20])=[CH:4][CH:3]=1.[I:22]N1C(=O)CCC1=O.N1C=CC=CC=1. The catalyst is CN(C=O)C.CCOC(C)=O. The product is [Br:1][C:2]1[C:14]2[C:13]3[C:8](=[CH:9][C:10]([C:15]([OH:18])([CH3:17])[CH3:16])=[CH:11][CH:12]=3)[NH:7][C:6]=2[C:5]([C:19]([NH2:21])=[O:20])=[CH:4][C:3]=1[I:22]. The yield is 0.230. (6) The reactants are [Br:1][C:2]1[C:3]([CH3:11])=[CH:4][C:5]2[N:6]([CH:8]=[CH:9][N:10]=2)[CH:7]=1.C([O-])(=O)C.[Na+].[I:17]I. The catalyst is CO. The product is [Br:1][C:2]1[C:3]([CH3:11])=[CH:4][C:5]2[N:6]([C:8]([I:17])=[CH:9][N:10]=2)[CH:7]=1. The yield is 0.410. (7) The reactants are C([N:3](C(C)C)[CH:4]([CH3:6])[CH3:5])C.C(N)(C)C.[NH2:14][C:15]1[S:16][C:17]2[CH:23]=[C:22]([S:24][C:25]([CH3:30])([CH3:29])[C:26]([OH:28])=O)[CH:21]=[CH:20][C:18]=2[N:19]=1.Cl.CN(C)CCCN=C=NCC. The catalyst is CN(C=O)C. The product is [NH2:14][C:15]1[S:16][C:17]2[CH:23]=[C:22]([S:24][C:25]([CH3:30])([CH3:29])[C:26]([NH:3][CH:4]([CH3:6])[CH3:5])=[O:28])[CH:21]=[CH:20][C:18]=2[N:19]=1. The yield is 0.218. (8) The reactants are [NH:1]1[C:9]2[C:4](=[CH:5][C:6]([CH:10]3[CH2:15][CH2:14][N:13](C(OC(C)(C)C)=O)[CH2:12][CH2:11]3)=[CH:7][CH:8]=2)[CH:3]=[N:2]1.C(=O)(O)[O-].[Na+]. The catalyst is ClCCl.FC(F)(F)C(O)=O. The product is [NH:13]1[CH2:12][CH2:11][CH:10]([C:6]2[CH:5]=[C:4]3[C:9](=[CH:8][CH:7]=2)[NH:1][N:2]=[CH:3]3)[CH2:15][CH2:14]1. The yield is 0.750. (9) The reactants are Br[C:2]1[CH:3]=[C:4]2[C:9](=[CH:10][CH:11]=1)[CH:8]=[C:7]([O:12][CH2:13][CH:14]1[CH2:18][CH2:17]N(C)C1=O)[CH:6]=[CH:5]2.C([O-])(=O)C.[K+].Br[C:27]1[C:35]2[C:30](=[CH:31][CH:32]=[C:33]([C:36]#[N:37])[CH:34]=2)[N:29]([CH:38]2[CH2:43][CH2:42][CH2:41][CH2:40][O:39]2)[N:28]=1.P([O-])([O-])([O-])=O.[K+].[K+].[K+].[CH3:52][N:53]([CH:55]=[O:56])C. No catalyst specified. The product is [CH3:52][N:53]1[C:55](=[O:56])[CH2:17][CH2:18][CH:14]1[CH2:13][O:12][C:7]1[CH:8]=[C:9]2[C:4](=[CH:5][CH:6]=1)[CH:3]=[C:2]([C:27]1[C:35]3[C:30](=[CH:31][CH:32]=[C:33]([C:36]#[N:37])[CH:34]=3)[N:29]([CH:38]3[CH2:43][CH2:42][CH2:41][CH2:40][O:39]3)[N:28]=1)[CH:11]=[CH:10]2. The yield is 0.860. (10) The reactants are [CH2:1]([O:8][C:9]1[CH:17]=[C:16]2[C:12]([C:13]([C:18]3[N:26]([S:27]([C:30]4[CH:35]=[CH:34][C:33]([CH3:36])=[CH:32][CH:31]=4)(=[O:29])=[O:28])[C:21]4=[N:22][CH:23]=[CH:24][CH:25]=[C:20]4[CH:19]=3)=[CH:14][NH:15]2)=[CH:11][C:10]=1[O:37][CH3:38])[C:2]1[CH:7]=[CH:6][CH:5]=[CH:4][CH:3]=1.[H-].[Na+].[CH3:41]I.O. The catalyst is CN(C)C=O. The product is [CH2:1]([O:8][C:9]1[CH:17]=[C:16]2[C:12]([C:13]([C:18]3[N:26]([S:27]([C:30]4[CH:31]=[CH:32][C:33]([CH3:36])=[CH:34][CH:35]=4)(=[O:29])=[O:28])[C:21]4=[N:22][CH:23]=[CH:24][CH:25]=[C:20]4[CH:19]=3)=[CH:14][N:15]2[CH3:41])=[CH:11][C:10]=1[O:37][CH3:38])[C:2]1[CH:7]=[CH:6][CH:5]=[CH:4][CH:3]=1. The yield is 0.860.